Dataset: Reaction yield outcomes from USPTO patents with 853,638 reactions. Task: Predict the reaction yield, written as a fraction of the theoretical maximum amount of product (1.0 means a 100% yield; for example, 0.34 means a 34% yield). (1) The reactants are [OH-].[K+].[Br:3][CH2:4][CH2:5][CH2:6][CH2:7][CH2:8][CH2:9][C:10]1([CH2:44][CH2:45][CH2:46][CH2:47][CH2:48][CH2:49][Br:50])[C:22]2[C:21]([C:23]3[C:28]4[N:29]=[N:30][S:31][C:27]=4[C:26]([C:32]#[C:33][Si](C)(C)C)=[CH:25][CH:24]=3)=[CH:20][CH:19]=[CH:18][C:17]=2[C:16]2[C:11]1=[CH:12][C:13]([C:38]#[C:39][Si](C)(C)C)=[CH:14][CH:15]=2. The catalyst is CO.C1COCC1. The product is [Br:3][CH2:4][CH2:5][CH2:6][CH2:7][CH2:8][CH2:9][C:10]1([CH2:44][CH2:45][CH2:46][CH2:47][CH2:48][CH2:49][Br:50])[C:22]2[C:21]([C:23]3[C:28]4[N:29]=[N:30][S:31][C:27]=4[C:26]([C:32]#[CH:33])=[CH:25][CH:24]=3)=[CH:20][CH:19]=[CH:18][C:17]=2[C:16]2[C:11]1=[CH:12][C:13]([C:38]#[CH:39])=[CH:14][CH:15]=2. The yield is 0.920. (2) The reactants are [Cl:1][C:2]1[CH:7]=[CH:6][C:5]([C:8]2(O)[CH2:13][CH2:12][N:11]([C:14]([O:16][C:17]([CH3:20])([CH3:19])[CH3:18])=[O:15])[CH2:10][CH2:9]2)=[CH:4][CH:3]=1.P(Cl)(Cl)(Cl)=O. The catalyst is N1C=CC=CC=1. The product is [Cl:1][C:2]1[CH:7]=[CH:6][C:5]([C:8]2[CH2:13][CH2:12][N:11]([C:14]([O:16][C:17]([CH3:20])([CH3:19])[CH3:18])=[O:15])[CH2:10][CH:9]=2)=[CH:4][CH:3]=1. The yield is 0.720. (3) The reactants are C([O:5][C:6]([N:8]1[CH2:21][CH2:20][C:19]2[C:18]3[CH:17]=[C:16](B4OC(C)(C)C(C)(C)O4)[CH:15]=[CH:14][C:13]=3[NH:12][C:11]=2[CH2:10][CH2:9]1)=[O:7])(C)(C)C.C(=O)([O-])[O-].[Cs+].[Cs+].Cl.Br[C:39]1[CH:44]=[CH:43][N:42]=[CH:41][CH:40]=1. The catalyst is C1(P([C-]2C=CC=C2)C2C=CC=CC=2)C=CC=CC=1.[CH-]1C=CC=C1.[Fe+2].CO.O1CCOCC1. The product is [CH:6]([OH:7])=[O:5].[N:42]1[CH:43]=[CH:44][C:39]([C:16]2[CH:15]=[CH:14][C:13]3[NH:12][C:11]4[CH2:10][CH2:9][NH:8][CH2:21][CH2:20][C:19]=4[C:18]=3[CH:17]=2)=[CH:40][CH:41]=1. The yield is 0.0700.